Dataset: Human liver microsome stability data. Task: Regression/Classification. Given a drug SMILES string, predict its absorption, distribution, metabolism, or excretion properties. Task type varies by dataset: regression for continuous measurements (e.g., permeability, clearance, half-life) or binary classification for categorical outcomes (e.g., BBB penetration, CYP inhibition). Dataset: hlm. (1) The molecule is Cc1nc(C(=O)N[C@H]2CC[C@H](C)CC2)c(C)c(-c2ccc3c(c2C)N(C)CCO3)c1[C@H](OC(C)(C)C)C(=O)O. The result is 0 (unstable in human liver microsomes). (2) The drug is N[C@@H](CC(=O)N1CCC[C@H]1CNC(=O)CC(F)(F)F)Cc1cc(F)c(F)cc1F. The result is 0 (unstable in human liver microsomes). (3) The drug is CCc1nc(N)nc(N)c1-c1ccc2c(c1)N(CCCC(F)(F)F)C(=O)[C@](C)(c1cc(F)cc(F)c1)O2. The result is 0 (unstable in human liver microsomes). (4) The molecule is CC(C)(C)c1cc(NC(=O)[C@@H]2CCCCN2C(=O)N2CCS(=O)(=O)CC2)no1. The result is 0 (unstable in human liver microsomes). (5) The result is 0 (unstable in human liver microsomes). The molecule is N#Cc1ccccc1Cn1c(N2CCC[C@@H](N)C2)ncc(-c2ccoc2)c1=O. (6) The molecule is CCc1nc2c(C(F)(F)F)cccc2n1-c1cccc(Oc2cccc(S(C)(=O)=O)c2)c1. The result is 1 (stable in human liver microsomes). (7) The drug is CC(C)C[C@@H]1CC(O)=C(C2=NS(=O)(=O)c3cc(NS(C)(=O)=O)ccc3N2)C(=O)N1Cc1ccc(F)cc1. The result is 0 (unstable in human liver microsomes). (8) The drug is CCCN(CCCNc1ccnc2cc(Cl)ccc12)Cc1ccccc1OC(F)(F)F. The result is 1 (stable in human liver microsomes).